From a dataset of Forward reaction prediction with 1.9M reactions from USPTO patents (1976-2016). Predict the product of the given reaction. (1) Given the reactants [NH2:1][CH2:2][CH2:3][C:4]([OH:6])=[O:5].[OH-].[Na+].[CH:9]1([C:15](Cl)=[O:16])[CH2:14][CH2:13][CH2:12][CH2:11][CH2:10]1.Cl, predict the reaction product. The product is: [CH:9]1([C:15]([NH:1][CH2:2][CH2:3][C:4]([OH:6])=[O:5])=[O:16])[CH2:14][CH2:13][CH2:12][CH2:11][CH2:10]1. (2) Given the reactants [CH3:1][O:2][C:3]([C:5]1[N:6]=[CH:7][C:8](=[O:15])[NH:9][C:10]=1[NH:11][C:12](=[O:14])[CH3:13])=[O:4].C1(P(C2C=CC=CC=2)C2C=CC=CC=2)C=CC=CC=1.N(C(OCC)=O)=NC(OCC)=O.[F:47][CH2:48][CH2:49]O.C([O-])(O)=O.[Na+], predict the reaction product. The product is: [CH3:1][O:2][C:3]([C:5]1[C:10]([NH:11][C:12](=[O:14])[CH3:13])=[N:9][C:8]([O:15][CH2:49][CH2:48][F:47])=[CH:7][N:6]=1)=[O:4]. (3) Given the reactants [CH2:1]1[O:5][C:4]2[CH:6]=[C:7](O)[CH:8]=[CH:9][C:3]=2[O:2]1.[H-].[Na+].Br[CH2:14][CH2:15][CH2:16][CH2:17][CH2:18][CH2:19][CH2:20][CH3:21].CN(C=[O:26])C, predict the reaction product. The product is: [CH2:14]([O:26][C:6]1[C:4]2[O:5][CH2:1][O:2][C:3]=2[CH:9]=[CH:8][CH:7]=1)[CH2:15][CH2:16][CH2:17][CH2:18][CH2:19][CH2:20][CH3:21]. (4) Given the reactants [F:1][C:2]1[C:3]([NH:18][C:19]2[CH:24]=[CH:23][C:22]([C:25]#[C:26][Si](C)(C)C)=[CH:21][C:20]=2[F:31])=[C:4]([C:9]2[O:13][C:12]([NH:14][CH2:15][CH2:16][OH:17])=[N:11][N:10]=2)[CH:5]=[CH:6][C:7]=1[F:8].[F-].[Cs+], predict the reaction product. The product is: [C:25]([C:22]1[CH:23]=[CH:24][C:19]([NH:18][C:3]2[C:2]([F:1])=[C:7]([F:8])[CH:6]=[CH:5][C:4]=2[C:9]2[O:13][C:12]([NH:14][CH2:15][CH2:16][OH:17])=[N:11][N:10]=2)=[C:20]([F:31])[CH:21]=1)#[CH:26]. (5) The product is: [Cl:1][C:2]1[CH:3]=[CH:4][C:5]([CH2:6][NH:7][C:8]([C:10]2[C:11](=[O:29])[C:12]3[CH:26]=[C:25]([CH2:27][O:40][CH2:39][C@@H:38]([OH:41])[C:32]4[CH:37]=[CH:36][CH:35]=[CH:34][CH:33]=4)[S:24][C:13]=3[N:14]([CH2:16][CH2:17][N:18]3[CH2:23][CH2:22][O:21][CH2:20][CH2:19]3)[CH:15]=2)=[O:9])=[CH:30][CH:31]=1. Given the reactants [Cl:1][C:2]1[CH:31]=[CH:30][C:5]([CH2:6][NH:7][C:8]([C:10]2[C:11](=[O:29])[C:12]3[CH:26]=[C:25]([CH2:27]Cl)[S:24][C:13]=3[N:14]([CH2:16][CH2:17][N:18]3[CH2:23][CH2:22][O:21][CH2:20][CH2:19]3)[CH:15]=2)=[O:9])=[CH:4][CH:3]=1.[C:32]1([C@H:38]([OH:41])[CH2:39][OH:40])[CH:37]=[CH:36][CH:35]=[CH:34][CH:33]=1, predict the reaction product. (6) Given the reactants C([O:8][C:9]1[CH:23]=[CH:22][C:12]2[CH2:13][CH2:14][N:15]([CH:18]3[CH2:21][CH2:20][CH2:19]3)[CH2:16][CH2:17][C:11]=2[CH:10]=1)C1C=CC=CC=1, predict the reaction product. The product is: [CH:18]1([N:15]2[CH2:16][CH2:17][C:11]3[CH:10]=[C:9]([OH:8])[CH:23]=[CH:22][C:12]=3[CH2:13][CH2:14]2)[CH2:21][CH2:20][CH2:19]1. (7) The product is: [C:5]([O:9][C:10]([N:12]1[CH2:17][CH2:16][N:15]([C:3](=[S:4])[NH:2][CH3:1])[CH:14]([C:18]2[O:22][N:21]=[C:20]([C:23]3[CH:28]=[CH:27][CH:26]=[C:25]([Cl:29])[CH:24]=3)[N:19]=2)[CH2:13]1)=[O:11])([CH3:8])([CH3:6])[CH3:7]. Given the reactants [CH3:1][N:2]=[C:3]=[S:4].[C:5]([O:9][C:10]([N:12]1[CH2:17][CH2:16][NH:15][CH:14]([C:18]2[O:22][N:21]=[C:20]([C:23]3[CH:28]=[CH:27][CH:26]=[C:25]([Cl:29])[CH:24]=3)[N:19]=2)[CH2:13]1)=[O:11])([CH3:8])([CH3:7])[CH3:6], predict the reaction product. (8) The product is: [F:37][C:34]([F:35])([F:36])[C:32]1[CH:33]=[C:29]([C:28]([F:27])([F:38])[F:39])[N:30]([CH:2]([C:7]2[CH:12]=[C:11]([CH3:13])[C:10]([NH:14][C:15](=[O:25])[C:16]3[CH:21]=[CH:20][CH:19]=[C:18]([N+:22]([O-:24])=[O:23])[CH:17]=3)=[C:9]([CH3:26])[CH:8]=2)[C:3]([F:6])([F:5])[F:4])[N:31]=1. Given the reactants Cl[CH:2]([C:7]1[CH:12]=[C:11]([CH3:13])[C:10]([NH:14][C:15](=[O:25])[C:16]2[CH:21]=[CH:20][CH:19]=[C:18]([N+:22]([O-:24])=[O:23])[CH:17]=2)=[C:9]([CH3:26])[CH:8]=1)[C:3]([F:6])([F:5])[F:4].[F:27][C:28]([F:39])([F:38])[C:29]1[CH:33]=[C:32]([C:34]([F:37])([F:36])[F:35])[NH:31][N:30]=1.C(=O)([O-])[O-].[K+].[K+].[Cl-].[NH4+], predict the reaction product.